From a dataset of Forward reaction prediction with 1.9M reactions from USPTO patents (1976-2016). Predict the product of the given reaction. (1) Given the reactants [C:1]1([S:7]([N:10]2[C:14]3=[N:15][CH:16]=[CH:17][CH:18]=[C:13]3[CH:12]=[C:11]2[C:19](=[O:24])[CH2:20][CH:21]([CH3:23])[CH3:22])(=[O:9])=[O:8])[CH:6]=[CH:5][CH:4]=[CH:3][CH:2]=1.C[Si]([N-][Si](C)(C)C)(C)C.[Li+].[C:35]1([CH3:55])[CH:40]=[CH:39][C:38]([S:41](O[S:41]([C:38]2[CH:39]=[CH:40][C:35]([CH3:55])=[CH:36][CH:37]=2)(=[O:43])=[O:42])(=[O:43])=[O:42])=[CH:37][CH:36]=1.O, predict the reaction product. The product is: [C:1]1([S:7]([N:10]2[C:14]3=[N:15][CH:16]=[CH:17][CH:18]=[C:13]3[CH:12]=[C:11]2[C:19]([O:24][S:41]([C:38]2[CH:39]=[CH:40][C:35]([CH3:55])=[CH:36][CH:37]=2)(=[O:43])=[O:42])=[CH:20][CH:21]([CH3:22])[CH3:23])(=[O:8])=[O:9])[CH:2]=[CH:3][CH:4]=[CH:5][CH:6]=1. (2) Given the reactants Br[C:2]1[O:6][C:5]([CH:7]=[O:8])=[CH:4][CH:3]=1.C(=O)([O-])[O-].[K+].[K+].[CH3:15][C:16]1[CH:21]=[CH:20][CH:19]=[CH:18][C:17]=1B(O)O, predict the reaction product. The product is: [CH3:15][C:16]1[CH:21]=[CH:20][CH:19]=[CH:18][C:17]=1[C:2]1[O:6][C:5]([CH:7]=[O:8])=[CH:4][CH:3]=1.